Dataset: Forward reaction prediction with 1.9M reactions from USPTO patents (1976-2016). Task: Predict the product of the given reaction. (1) Given the reactants [Si:1]([O:8][C@H:9]1[C@H:13]([CH2:14][CH3:15])[NH:12][C:11](=[O:16])[CH2:10]1)([C:4]([CH3:7])([CH3:6])[CH3:5])([CH3:3])[CH3:2].Br[C:18]1[CH:25]=[CH:24][C:21]([C:22]#[N:23])=[C:20]([O:26][CH3:27])[CH:19]=1.C(=O)([O-])[O-].[Cs+].[Cs+].C1(P(C2C=CC=CC=2)C2C3OC4C(=CC=CC=4P(C4C=CC=CC=4)C4C=CC=CC=4)C(C)(C)C=3C=CC=2)C=CC=CC=1, predict the reaction product. The product is: [Si:1]([O:8][C@@H:9]1[CH2:10][C:11](=[O:16])[N:12]([C:18]2[CH:25]=[CH:24][C:21]([C:22]#[N:23])=[C:20]([O:26][CH3:27])[CH:19]=2)[C@H:13]1[CH2:14][CH3:15])([C:4]([CH3:7])([CH3:6])[CH3:5])([CH3:3])[CH3:2]. (2) Given the reactants [Br:1][C:2]1[CH:3]=[CH:4][C:5]2[N:9]=[C:8]([C:10]3[CH:15]=[C:14]([C:16]([F:19])([F:18])[F:17])[CH:13]=[CH:12][N:11]=3)[NH:7][C:6]=2[CH:20]=1.[H-].[Na+].Cl[CH2:24][O:25][CH2:26][CH2:27][Si:28]([CH3:31])([CH3:30])[CH3:29].O, predict the reaction product. The product is: [Br:1][C:2]1[CH:3]=[CH:4][C:5]2[N:9]=[C:8]([C:10]3[CH:15]=[C:14]([C:16]([F:19])([F:17])[F:18])[CH:13]=[CH:12][N:11]=3)[N:7]([CH2:24][O:25][CH2:26][CH2:27][Si:28]([CH3:31])([CH3:30])[CH3:29])[C:6]=2[CH:20]=1. (3) Given the reactants C(OC([N:8]1[CH2:13][C@@H:12]2[CH2:14][C@H:9]1[CH2:10][N:11]2[C:15]([C:18](OCC)=[O:19])([CH3:17])[CH3:16])=O)(C)(C)C.[H-].[H-].[H-].[H-].[Li+].[Al+3], predict the reaction product. The product is: [C@H:12]12[CH2:14][C@H:9]([NH:8][CH2:13]1)[CH2:10][N:11]2[C:15]([CH3:17])([CH3:16])[CH2:18][OH:19]. (4) Given the reactants [Cl:1]Cl.[CH2:3]([N:5]1[CH:9]=[C:8]([CH3:10])[CH:7]=[N:6]1)[CH3:4].[OH-].[Na+], predict the reaction product. The product is: [Cl:1][C:9]1[N:5]([CH2:3][CH3:4])[N:6]=[CH:7][C:8]=1[CH3:10]. (5) Given the reactants [CH2:1]([O:8][C:9]1[CH:10]=[C:11]2[C:16](=[CH:17][CH:18]=1)[N:15]=[CH:14][C:13]([NH2:19])=[C:12]2[NH:20][CH3:21])[C:2]1[CH:7]=[CH:6][CH:5]=[CH:4][CH:3]=1.C(N(CC)CC)C.[CH3:29][O:30][CH2:31][CH2:32][C:33](Cl)=O, predict the reaction product. The product is: [CH2:1]([O:8][C:9]1[CH:18]=[CH:17][C:16]2[N:15]=[CH:14][C:13]3[N:19]=[C:33]([CH2:32][CH2:31][O:30][CH3:29])[N:20]([CH3:21])[C:12]=3[C:11]=2[CH:10]=1)[C:2]1[CH:3]=[CH:4][CH:5]=[CH:6][CH:7]=1. (6) The product is: [F:1][C:2]1[CH:3]=[C:4]([C:5]([N:34]2[CH2:38][CH2:37][C@H:36]([OH:39])[CH2:35]2)=[O:7])[CH:8]=[CH:9][C:10]=1[C:11]1[CH:12]=[N:13][C:14]([O:17][CH2:18][CH:19]2[CH2:24][CH2:23][N:22]([CH2:25][C:26]3([C:30]([F:31])([F:32])[F:33])[CH2:29][CH2:28][CH2:27]3)[CH2:21][CH2:20]2)=[N:15][CH:16]=1. Given the reactants [F:1][C:2]1[CH:3]=[C:4]([CH:8]=[CH:9][C:10]=1[C:11]1[CH:12]=[N:13][C:14]([O:17][CH2:18][CH:19]2[CH2:24][CH2:23][N:22]([CH2:25][C:26]3([C:30]([F:33])([F:32])[F:31])[CH2:29][CH2:28][CH2:27]3)[CH2:21][CH2:20]2)=[N:15][CH:16]=1)[C:5]([OH:7])=O.[NH:34]1[CH2:38][CH2:37][C@H:36]([OH:39])[CH2:35]1.C(Cl)CCl.C1C=CC2N(O)N=NC=2C=1.CCN(C(C)C)C(C)C.[NH4+].[Cl-], predict the reaction product. (7) Given the reactants [NH2:1][C:2]1[CH:17]=[CH:16][C:15]([O:18][CH2:19][C@@H:20]([CH3:23])[CH2:21][OH:22])=[CH:14][C:3]=1[C:4]([NH:6][CH2:7][C:8](=[O:13])[NH:9][CH:10]([CH3:12])[CH3:11])=[O:5].[CH3:24][O:25][C:26]1[CH:27]=[C:28]([CH:34]=[CH:35][CH:36]=1)[C:29](=N)OCC, predict the reaction product. The product is: [OH:22][CH2:21][C@H:20]([CH3:23])[CH2:19][O:18][C:15]1[CH:14]=[C:3]2[C:2](=[CH:17][CH:16]=1)[N:1]=[C:29]([C:28]1[CH:34]=[CH:35][CH:36]=[C:26]([O:25][CH3:24])[CH:27]=1)[N:6]([CH2:7][C:8]([NH:9][CH:10]([CH3:12])[CH3:11])=[O:13])[C:4]2=[O:5].